From a dataset of Catalyst prediction with 721,799 reactions and 888 catalyst types from USPTO. Predict which catalyst facilitates the given reaction. (1) Reactant: Cl[CH2:2][C:3]([NH:5][C:6]1[CH:15]=[CH:14][C:9]2[O:10][CH2:11][CH2:12][O:13][C:8]=2[CH:7]=1)=[O:4].C(=O)([O-])[O-].[K+].[K+].[CH3:22][O:23][CH2:24][CH2:25][NH2:26].CN(C=O)C. Product: [O:10]1[C:9]2[CH:14]=[CH:15][C:6]([NH:5][C:3](=[O:4])[CH2:2][NH:26][CH2:25][CH2:24][O:23][CH3:22])=[CH:7][C:8]=2[O:13][CH2:12][CH2:11]1. The catalyst class is: 6. (2) Reactant: [NH2:1][C:2]1[C:3]([C:7]2[N:8]([C:16]3[CH:21]=[CH:20][C:19]([OH:22])=[CH:18][CH:17]=3)[C:9]3[CH:14]=[CH:13][N:12]=[CH:11][C:10]=3[N:15]=2)=[N:4][O:5][N:6]=1.[H-].[Na+].Cl.[CH3:26][N:27]([CH3:31])[CH2:28][CH2:29][Cl:30]. Product: [ClH:30].[CH3:26][N:27]([CH3:31])[CH2:28][CH2:29][O:22][C:19]1[CH:20]=[CH:21][C:16]([N:8]2[C:9]3[CH:14]=[CH:13][N:12]=[CH:11][C:10]=3[N:15]=[C:7]2[C:3]2[C:2]([NH2:1])=[N:6][O:5][N:4]=2)=[CH:17][CH:18]=1. The catalyst class is: 9.